Dataset: Reaction yield outcomes from USPTO patents with 853,638 reactions. Task: Predict the reaction yield, written as a fraction of the theoretical maximum amount of product (1.0 means a 100% yield; for example, 0.34 means a 34% yield). (1) The reactants are [CH:1]1[CH:2]=[CH:3][C:4]([NH2:12])=[C:5]([C:7]([CH2:9][CH2:10][NH2:11])=[O:8])[CH:6]=1.[N+:13]([C:16]1[CH:21]=[C:20]([N+:22]([O-:24])=[O:23])[CH:19]=[CH:18][C:17]=1F)([O-:15])=[O:14].C([O-])(O)=O.[Na+]. The catalyst is C(O)C. The product is [NH2:12][C:4]1[CH:3]=[CH:2][CH:1]=[CH:6][C:5]=1[C:7]([CH:9]([C:17]1[CH:18]=[CH:19][C:20]([N+:22]([O-:24])=[O:23])=[CH:21][C:16]=1[N+:13]([O-:15])=[O:14])[CH2:10][NH2:11])=[O:8]. The yield is 0.630. (2) The yield is 0.200. The reactants are [Li][CH2:2]CCC.C1C=CC(P(C2C=CC=CC=2)C2C=CC=CC=2)=CC=1.CI.[Br:27][C:28]1[CH:29]=[C:30]2[C:35](=[CH:36][CH:37]=1)[O:34][CH:33]([C:38]1[CH:43]=[CH:42][CH:41]=[CH:40][CH:39]=1)[CH2:32][C:31]2=O. The catalyst is C1COCC1. The product is [Br:27][C:28]1[CH:29]=[C:30]2[C:35](=[CH:36][CH:37]=1)[O:34][CH:33]([C:38]1[CH:43]=[CH:42][CH:41]=[CH:40][CH:39]=1)[CH2:32][C:31]2=[CH2:2]. (3) The reactants are Cl.Br[C:3]1[CH:4]=[C:5]([CH2:10][NH2:11])[CH:6]=[CH:7][C:8]=1[F:9].[OH:12][CH2:13][C:14]1[CH:15]=[C:16](B(O)O)[CH:17]=[CH:18][CH:19]=1.C(=O)([O-])[O-].[K+].[K+]. The catalyst is O1CCOCC1.O.C1C=CC([P]([Pd]([P](C2C=CC=CC=2)(C2C=CC=CC=2)C2C=CC=CC=2)([P](C2C=CC=CC=2)(C2C=CC=CC=2)C2C=CC=CC=2)[P](C2C=CC=CC=2)(C2C=CC=CC=2)C2C=CC=CC=2)(C2C=CC=CC=2)C2C=CC=CC=2)=CC=1. The product is [NH4+:11].[OH-:12].[NH2:11][CH2:10][C:5]1[CH:6]=[CH:7][C:8]([F:9])=[C:3]([C:18]2[CH:17]=[CH:16][CH:15]=[C:14]([CH2:13][OH:12])[CH:19]=2)[CH:4]=1. The yield is 0.0100.